This data is from Catalyst prediction with 721,799 reactions and 888 catalyst types from USPTO. The task is: Predict which catalyst facilitates the given reaction. (1) Reactant: [C:1]1([C@H:7]2[CH2:12][CH2:11][CH2:10][C:9](=O)[CH2:8]2)[CH:6]=[CH:5][CH:4]=[CH:3][CH:2]=1.[C:14]1([C@H:24]([NH2:26])[CH3:25])[C:23]2[C:18](=[CH:19][CH:20]=[CH:21][CH:22]=2)[CH:17]=[CH:16][CH:15]=1. Product: [C:14]1([C@H:24]([NH:26][CH:9]2[CH2:10][CH2:11][CH2:12][C@H:7]([C:1]3[CH:6]=[CH:5][CH:4]=[CH:3][CH:2]=3)[CH2:8]2)[CH3:25])[C:23]2[C:18](=[CH:19][CH:20]=[CH:21][CH:22]=2)[CH:17]=[CH:16][CH:15]=1. The catalyst class is: 243. (2) Reactant: Br[C:2]1[CH:3]=[CH:4][C:5]2[N:6]([C:8]([C:18]([NH:20][CH3:21])=[O:19])=[C:9]([C:11]3[CH:16]=[CH:15][C:14]([F:17])=[CH:13][CH:12]=3)[N:10]=2)[CH:7]=1.B([C:25]1[CH:26]=[C:27]([CH:31]=[CH:32][CH:33]=1)[C:28]([OH:30])=[O:29])(O)O.O1CCOCC1.C([O-])([O-])=O.[Cs+].[Cs+]. Product: [F:17][C:14]1[CH:15]=[CH:16][C:11]([C:9]2[N:10]=[C:5]3[CH:4]=[CH:3][C:2]([C:25]4[CH:26]=[C:27]([CH:31]=[CH:32][CH:33]=4)[C:28]([OH:30])=[O:29])=[CH:7][N:6]3[C:8]=2[C:18](=[O:19])[NH:20][CH3:21])=[CH:12][CH:13]=1. The catalyst class is: 103. (3) Reactant: CCN=C=N[CH2:6][CH2:7][CH2:8][N:9](C)C.Cl.N(C(OC(C)(C)C)=O)[C@H:14]([C:22]([OH:24])=[O:23])[CH2:15][C:16]1[CH:21]=[CH:20]C=CC=1.[Si:32]([O:39][CH2:40][CH2:41][C:42]([C:45]1[C:50]([CH3:51])=[CH:49][C:48]([CH3:52])=[CH:47][C:46]=1[C:53](=[O:63])C(C(OC(C)(C)C)=O)N)([CH3:44])[CH3:43])([C:35]([CH3:38])([CH3:37])[CH3:36])([CH3:34])[CH3:33]. Product: [Si:32]([O:39][CH2:40][CH2:41][C:42]([C:45]1[C:50]([CH3:51])=[CH:49][C:48]([CH3:52])=[CH:47][C:46]=1[C:53](=[O:63])[C@H:8]([CH2:7][C:6]1[CH:20]=[CH:21][CH:16]=[CH:15][C:14]=1[C:22]([O:24][C:35]([CH3:38])([CH3:37])[CH3:36])=[O:23])[NH2:9])([CH3:43])[CH3:44])([C:35]([CH3:38])([CH3:37])[CH3:36])([CH3:33])[CH3:34]. The catalyst class is: 79. (4) Reactant: [C:1]([C:3]1[N:8]=[N:7][CH:6]=[C:5]([N:9]2[CH:13]=[CH:12][C:11]([N:14]3[CH2:19][C@H:18]([CH3:20])[O:17][C@H:16]([C@@H:21]([OH:29])[C:22]([O:24]C(C)(C)C)=[O:23])[C:15]3=[O:30])=[N:10]2)[CH:4]=1)#[N:2]. Product: [C:1]([C:3]1[N:8]=[N:7][CH:6]=[C:5]([N:9]2[CH:13]=[CH:12][C:11]([N:14]3[CH2:19][C@H:18]([CH3:20])[O:17][C@H:16]([C@@H:21]([OH:29])[C:22]([OH:24])=[O:23])[C:15]3=[O:30])=[N:10]2)[CH:4]=1)#[N:2]. The catalyst class is: 157. (5) Reactant: Cl.[NH2:2][C:3]([CH3:10])([CH2:8][OH:9])[C:4]([O:6][CH3:7])=[O:5].C(#N)C.C(=O)([O-])O.[Na+].[C:19](O[C:19]([O:21][C:22]([CH3:25])([CH3:24])[CH3:23])=[O:20])([O:21][C:22]([CH3:25])([CH3:24])[CH3:23])=[O:20]. Product: [C:22]([O:21][C:19]([NH:2][C:3]([CH3:10])([CH2:8][OH:9])[C:4]([O:6][CH3:7])=[O:5])=[O:20])([CH3:25])([CH3:24])[CH3:23]. The catalyst class is: 6. (6) Reactant: C(NC(C)C)(C)C.C([Li])CCC.[CH3:13][O:14][C:15]1[CH:32]=[CH:31][C:30]2[C@@H:29]3[C@H:20]([C:21]4[C@@:25]([CH2:27][CH2:28]3)([CH3:26])[C:24](=[O:33])[CH2:23][CH:22]=4)[CH2:19][CH2:18][C:17]=2[CH:16]=1.Cl[Si:35]([CH3:38])([CH3:37])[CH3:36].[Cl-].[NH4+]. Product: [CH3:13][O:14][C:15]1[CH:32]=[CH:31][C:30]2[C@@H:29]3[C@H:20]([C:21]4[C@@:25]([CH2:27][CH2:28]3)([CH3:26])[C:24]([O:33][Si:35]([CH3:38])([CH3:37])[CH3:36])=[CH:23][CH:22]=4)[CH2:19][CH2:18][C:17]=2[CH:16]=1. The catalyst class is: 7. (7) Reactant: [C:1]1([CH2:7][N:8]2[CH2:13][CH2:12][CH:11]([OH:14])[CH2:10][CH2:9]2)[CH:6]=[CH:5][CH:4]=[CH:3][CH:2]=1.[CH3:15][CH2:16][CH2:17][CH2:18][N:19]=[C:20]=[O:21].O. Product: [CH2:18]([NH:19][C:20](=[O:21])[O:14][CH:11]1[CH2:12][CH2:13][N:8]([CH2:7][C:1]2[CH:2]=[CH:3][CH:4]=[CH:5][CH:6]=2)[CH2:9][CH2:10]1)[CH2:17][CH2:16][CH3:15]. The catalyst class is: 12. (8) Reactant: [C:1]([NH:4][C:5]1[S:6][C:7]([CH2:36][N:37]2[CH2:41][CH2:40][C@@H:39]([C:42]([O:44]C)=[O:43])[CH2:38]2)=[C:8]([CH2:10][CH2:11][C:12]2[CH:17]=[CH:16][C:15]([NH:18]/[C:19](/[NH:28][C:29]([O:31][C:32]([CH3:35])([CH3:34])[CH3:33])=[O:30])=[N:20]/[C:21]([O:23][C:24]([CH3:27])([CH3:26])[CH3:25])=[O:22])=[CH:14][CH:13]=2)[N:9]=1)(=[O:3])[CH3:2].[OH-].[Na+].Cl. Product: [C:1]([NH:4][C:5]1[S:6][C:7]([CH2:36][N:37]2[CH2:41][CH2:40][C@@H:39]([C:42]([OH:44])=[O:43])[CH2:38]2)=[C:8]([CH2:10][CH2:11][C:12]2[CH:17]=[CH:16][C:15]([NH:18]/[C:19](/[NH:28][C:29]([O:31][C:32]([CH3:34])([CH3:35])[CH3:33])=[O:30])=[N:20]/[C:21]([O:23][C:24]([CH3:27])([CH3:25])[CH3:26])=[O:22])=[CH:14][CH:13]=2)[N:9]=1)(=[O:3])[CH3:2]. The catalyst class is: 12.